From a dataset of Catalyst prediction with 721,799 reactions and 888 catalyst types from USPTO. Predict which catalyst facilitates the given reaction. (1) Reactant: [Cl:1][C:2]1[CH:3]=[C:4]([NH:9][C:10]2[C:11]3[C:18]4[CH2:19][CH2:20][NH:21][CH2:22][C:17]=4[O:16][C:12]=3[N:13]=[CH:14][N:15]=2)[CH:5]=[CH:6][C:7]=1[F:8].Cl.[CH3:24][N:25]([CH3:32])[CH2:26]/[CH:27]=[CH:28]/[C:29](O)=[O:30].CCN(C(C)C)C(C)C.CN(C(ON1N=NC2C=CC=CC1=2)=[N+](C)C)C.[B-](F)(F)(F)F. Product: [Cl:1][C:2]1[CH:3]=[C:4]([NH:9][C:10]2[C:11]3[C:18]4[CH2:19][CH2:20][N:21]([C:29](=[O:30])/[CH:28]=[CH:27]/[CH2:26][N:25]([CH3:32])[CH3:24])[CH2:22][C:17]=4[O:16][C:12]=3[N:13]=[CH:14][N:15]=2)[CH:5]=[CH:6][C:7]=1[F:8]. The catalyst class is: 1. (2) Reactant: Cl[C:2]1[C:7]([C:8]([O:10][CH2:11][CH3:12])=[O:9])=[CH:6][N:5]=[C:4]([S:13][CH3:14])[N:3]=1.[F:15][C:16]([F:23])([C:19]([F:22])([F:21])[F:20])[CH2:17][NH2:18]. Product: [CH3:14][S:13][C:4]1[N:3]=[C:2]([NH:18][CH2:17][C:16]([F:23])([F:15])[C:19]([F:22])([F:21])[F:20])[C:7]([C:8]([O:10][CH2:11][CH3:12])=[O:9])=[CH:6][N:5]=1. The catalyst class is: 162. (3) Reactant: [CH:1]1([OH:7])[CH2:6][CH2:5][CH2:4][CH2:3][CH2:2]1.[H-].[Na+].[Br:10][C:11]1[CH:18]=[CH:17][CH:16]=[C:15](F)[C:12]=1[C:13]#[N:14]. Product: [Br:10][C:11]1[CH:18]=[CH:17][CH:16]=[C:15]([O:7][CH:1]2[CH2:6][CH2:5][CH2:4][CH2:3][CH2:2]2)[C:12]=1[C:13]#[N:14]. The catalyst class is: 42. (4) Reactant: [O:1]=[C:2]1[C:11]([CH:12]2[CH2:17][CH2:16][N:15]([C:18]([O:20][CH:21]([CH2:24][C:25]3[CH:33]=[C:32]([CH3:34])[C:31]4[C:27](=[CH:28][N:29]([CH2:35][O:36][CH3:37])[N:30]=4)[CH:26]=3)[CH2:22][OH:23])=[O:19])[CH2:14][CH2:13]2)=[CH:10][C:9]2[C:4](=[CH:5][CH:6]=[CH:7][CH:8]=2)[NH:3]1.C(N(CC)CC)C. Product: [O:1]=[C:2]1[C:11]([CH:12]2[CH2:13][CH2:14][N:15]([C:18]([O:20][C@H:21]([CH2:24][C:25]3[CH:33]=[C:32]([CH3:34])[C:31]4[C:27](=[CH:28][N:29]([CH2:35][O:36][CH3:37])[N:30]=4)[CH:26]=3)[CH:22]=[O:23])=[O:19])[CH2:16][CH2:17]2)=[CH:10][C:9]2[C:4](=[CH:5][CH:6]=[CH:7][CH:8]=2)[NH:3]1. The catalyst class is: 16. (5) Reactant: C([NH:5][C:6]1[C:11]([C:12]2[N:13]([C:21]3[CH:26]=[CH:25][CH:24]=[C:23]([F:27])[C:22]=3[F:28])[C:14]3[CH:19]=[CH:18][N:17]=[CH:16][C:15]=3[N:20]=2)=[CH:10][CH:9]=[CH:8][N:7]=1)(C)(C)C.Cl.[OH-].[Na+]. Product: [F:28][C:22]1[C:23]([F:27])=[CH:24][CH:25]=[CH:26][C:21]=1[N:13]1[C:14]2[CH:19]=[CH:18][N:17]=[CH:16][C:15]=2[N:20]=[C:12]1[C:11]1[C:6]([NH2:5])=[N:7][CH:8]=[CH:9][CH:10]=1. The catalyst class is: 5. (6) Reactant: [C:1](Cl)(=[O:6])[CH2:2][CH:3]([CH3:5])[CH3:4].[NH2:8][C:9]1[C:10]([C:19]([NH2:21])=[O:20])=[N:11][C:12]2[C:17]([N:18]=1)=[CH:16][CH:15]=[CH:14][CH:13]=2.C(N(CC)CC)C. Product: [CH3:4][CH:3]([CH3:5])[CH2:2][C:1]([NH:8][C:9]1[C:10]([C:19]([NH2:21])=[O:20])=[N:11][C:12]2[C:17]([N:18]=1)=[CH:16][CH:15]=[CH:14][CH:13]=2)=[O:6]. The catalyst class is: 634. (7) Reactant: Cl.[CH3:2][N:3]1[N:7]=[N:6][C:5]([CH2:8][NH2:9])=[N:4]1.Cl.[Cl:11][C:12]1[CH:13]=[C:14]([CH:36]=[CH:37][C:38]=1[Cl:39])[CH2:15][N:16]1[CH2:21][CH2:20][O:19][C@@H:18]([CH2:22][NH:23][C:24](=O)[O:25]C2C=CC([N+]([O-])=O)=CC=2)[CH2:17]1.C(N(CC)C(C)C)(C)C.CO. Product: [Cl:11][C:12]1[CH:13]=[C:14]([CH:36]=[CH:37][C:38]=1[Cl:39])[CH2:15][N:16]1[CH2:21][CH2:20][O:19][C@@H:18]([CH2:22][NH:23][C:24]([NH:9][CH2:8][C:5]2[N:6]=[N:7][N:3]([CH3:2])[N:4]=2)=[O:25])[CH2:17]1. The catalyst class is: 9.